From a dataset of Forward reaction prediction with 1.9M reactions from USPTO patents (1976-2016). Predict the product of the given reaction. (1) Given the reactants Cl[C:2]1[CH:11]=[CH:10][C:9]2[C:4](=[C:5]([OH:12])[CH:6]=[CH:7][CH:8]=2)[N:3]=1.[NH:13]1[CH2:18][CH2:17][NH:16][CH2:15][CH2:14]1, predict the reaction product. The product is: [OH:12][C:5]1[CH:6]=[CH:7][CH:8]=[C:9]2[C:4]=1[N:3]=[C:2]([N:13]1[CH2:18][CH2:17][NH:16][CH2:15][CH2:14]1)[CH:11]=[CH:10]2. (2) Given the reactants C(=O)([O-])[O-].[K+].[K+].[O:7]=[S:8]1(=[O:25])[CH2:13][CH2:12][N:11]2[CH2:14][CH2:15][CH2:16][CH:17]([C:18]3[CH:23]=[CH:22][C:21]([OH:24])=[CH:20][CH:19]=3)[C:10]2=[N:9]1.[Cl:26][C:27]1[CH:34]=[C:33](F)[CH:32]=[CH:31][C:28]=1[C:29]#[N:30], predict the reaction product. The product is: [Cl:26][C:27]1[CH:34]=[C:33]([O:24][C:21]2[CH:22]=[CH:23][C:18]([CH:17]3[C:10]4=[N:9][S:8](=[O:7])(=[O:25])[CH2:13][CH2:12][N:11]4[CH2:14][CH2:15][CH2:16]3)=[CH:19][CH:20]=2)[CH:32]=[CH:31][C:28]=1[C:29]#[N:30]. (3) Given the reactants [Br:1][C:2]1[CH:7]=[CH:6][CH:5]=[CH:4][C:3]=1[OH:8].Br[CH2:10][C:11]1[CH:20]=[CH:19][C:14]([C:15]([O:17][CH3:18])=[O:16])=[CH:13][CH:12]=1.C([O-])([O-])=O.[K+].[K+].CC#N, predict the reaction product. The product is: [Br:1][C:2]1[CH:7]=[CH:6][CH:5]=[CH:4][C:3]=1[O:8][CH2:10][C:11]1[CH:20]=[CH:19][C:14]([C:15]([O:17][CH3:18])=[O:16])=[CH:13][CH:12]=1. (4) Given the reactants [CH:1]1([C:4]2[N:5]=[C:6]3[C:12]([C:13](O)=[O:14])=[CH:11][N:10]([CH2:16][O:17][CH2:18][CH2:19][Si:20]([CH3:23])([CH3:22])[CH3:21])[C:7]3=[N:8][CH:9]=2)[CH2:3][CH2:2]1.[CH3:24][O:25][C:26]([C:28]1([NH2:40])[CH2:32][CH2:31][N:30]([C:33]([O:35][C:36]([CH3:39])([CH3:38])[CH3:37])=[O:34])[CH2:29]1)=[O:27].C(Cl)CCl.C1C=CC2N(O)N=NC=2C=1.CCN(C(C)C)C(C)C, predict the reaction product. The product is: [CH3:24][O:25][C:26]([C:28]1([NH:40][C:13]([C:12]2[C:6]3[C:7](=[N:8][CH:9]=[C:4]([CH:1]4[CH2:2][CH2:3]4)[N:5]=3)[N:10]([CH2:16][O:17][CH2:18][CH2:19][Si:20]([CH3:23])([CH3:22])[CH3:21])[CH:11]=2)=[O:14])[CH2:32][CH2:31][N:30]([C:33]([O:35][C:36]([CH3:37])([CH3:39])[CH3:38])=[O:34])[CH2:29]1)=[O:27]. (5) Given the reactants CC1(C)C(C)(C)OB([C:9]2[CH:10]=[C:11]3[C:15](=[CH:16][CH:17]=2)[N:14]([C:18]([O:20][C:21]([CH3:24])([CH3:23])[CH3:22])=[O:19])[CH:13]=[CH:12]3)O1.I[C:27]1[C:35]2[C:30](=[N:31][CH:32]=[N:33][C:34]=2[NH2:36])[N:29]([CH:37]([CH3:39])[CH3:38])[N:28]=1.C([O-])([O-])=O.[Na+].[Na+], predict the reaction product. The product is: [NH2:36][C:34]1[N:33]=[CH:32][N:31]=[C:30]2[N:29]([CH:37]([CH3:39])[CH3:38])[N:28]=[C:27]([C:9]3[CH:10]=[C:11]4[C:15](=[CH:16][CH:17]=3)[N:14]([C:18]([O:20][C:21]([CH3:22])([CH3:23])[CH3:24])=[O:19])[CH:13]=[CH:12]4)[C:35]=12. (6) Given the reactants [Cl:1][C:2]1[CH:7]=[CH:6][C:5]([C@H:8]2[C:12]3[CH:13]=[N:14][C:15]([CH3:18])=[C:16]([OH:17])[C:11]=3[CH2:10][O:9]2)=[CH:4][CH:3]=1.[CH2:19]([O:23]/[N:24]=[N+:25](/[N:27]1[CH2:34][CH2:33][CH2:32][C@H:28]1[C:29](O)=[O:30])\[O-:26])[CH2:20][CH2:21][CH3:22].C(N(CC)CC)C.C1N(P(Cl)(N2C(=O)OCC2)=O)C(=O)OC1, predict the reaction product. The product is: [CH2:19]([O:23]/[N:24]=[N+:25](/[N:27]1[CH2:34][CH2:33][CH2:32][C@H:28]1[C:29]([O:17][C:16]1[C:11]2[CH2:10][O:9][C@@H:8]([C:5]3[CH:4]=[CH:3][C:2]([Cl:1])=[CH:7][CH:6]=3)[C:12]=2[CH:13]=[N:14][C:15]=1[CH3:18])=[O:30])\[O-:26])[CH2:20][CH2:21][CH3:22].